This data is from Reaction yield outcomes from USPTO patents with 853,638 reactions. The task is: Predict the reaction yield, written as a fraction of the theoretical maximum amount of product (1.0 means a 100% yield; for example, 0.34 means a 34% yield). (1) The reactants are [CH3:1][O:2][C:3]1[C:11]2[N:10]=[CH:9][N:8]([CH:12]3[CH2:17][CH2:16][CH2:15][CH2:14][O:13]3)[C:7]=2[CH:6]=[CH:5][C:4]=1[CH:18]=[N:19]O.N. The catalyst is CO.[Ni]. The product is [CH3:1][O:2][C:3]1[C:11]2[N:10]=[CH:9][N:8]([CH:12]3[CH2:17][CH2:16][CH2:15][CH2:14][O:13]3)[C:7]=2[CH:6]=[CH:5][C:4]=1[CH2:18][NH2:19]. The yield is 0.570. (2) The reactants are [Cl:1][C:2]1[CH:7]=[C:6]2[NH:8][C:9](=[O:36])[C:10]3([CH:15]([C:16]4[CH:21]=[CH:20][CH:19]=[C:18]([Cl:22])[CH:17]=4)[CH2:14][C:13](=[O:23])[N:12]([CH2:24][C:25](O)=[O:26])[CH:11]3[C:28]3[CH:33]=[C:32]([F:34])[CH:31]=[CH:30][C:29]=3[CH3:35])[C:5]2=[CH:4][CH:3]=1.N1C(F)=NC(F)=NC=1[F:39].N1C=CC=CC=1. The catalyst is ClCCl. The product is [Cl:1][C:2]1[CH:7]=[C:6]2[NH:8][C:9](=[O:36])[C:10]3([CH:15]([C:16]4[CH:21]=[CH:20][CH:19]=[C:18]([Cl:22])[CH:17]=4)[CH2:14][C:13](=[O:23])[N:12]([CH2:24][C:25]([F:39])=[O:26])[CH:11]3[C:28]3[CH:33]=[C:32]([F:34])[CH:31]=[CH:30][C:29]=3[CH3:35])[C:5]2=[CH:4][CH:3]=1. The yield is 1.00. (3) The reactants are [CH2:1]([N:8]1[CH:12]=[C:11]([CH2:13][OH:14])[CH:10]=[N:9]1)[C:2]1[CH:7]=[CH:6][CH:5]=[CH:4][CH:3]=1.CC(OI1(OC(C)=O)(OC(C)=O)OC(=O)C2C=CC=CC1=2)=O. The catalyst is C(Cl)Cl. The product is [CH2:1]([N:8]1[CH:12]=[C:11]([CH:13]=[O:14])[CH:10]=[N:9]1)[C:2]1[CH:3]=[CH:4][CH:5]=[CH:6][CH:7]=1. The yield is 0.460. (4) The reactants are [NH2:1][C:2]1[C:3]([NH:16][CH:17]2[CH2:21][CH2:20][CH2:19][CH2:18]2)=[N:4][C:5]([NH:8][C@H:9]2[CH2:14][CH2:13][C@H:12]([OH:15])[CH2:11][CH2:10]2)=[N:6][CH:7]=1.[F:22][C:23]1[CH:28]=[CH:27][CH:26]=[C:25]([F:29])[C:24]=1[N:30]=[C:31]=S.C(O)C.CC(N=C=NC(C)C)C. The catalyst is CN(C=O)C. The product is [F:22][C:23]1[CH:28]=[CH:27][CH:26]=[C:25]([F:29])[C:24]=1[NH:30][C:31]1[N:16]([CH:17]2[CH2:21][CH2:20][CH2:19][CH2:18]2)[C:3]2[C:2]([N:1]=1)=[CH:7][N:6]=[C:5]([NH:8][C@H:9]1[CH2:10][CH2:11][C@H:12]([OH:15])[CH2:13][CH2:14]1)[N:4]=2. The yield is 0.460. (5) The reactants are [CH2:1]([C:3]1[N:8]([C:9]2[CH:14]=[CH:13][C:12]([O:15][C:16]([CH3:21])([CH3:20])[CH:17]([OH:19])[CH3:18])=[CH:11][CH:10]=2)[C:7](=[O:22])[C:6]([CH2:23][C:24]2[CH:29]=[CH:28][C:27]([C:30]3[CH:35]=[CH:34][CH:33]=[CH:32][C:31]=3[C:36]3[NH:40][C:39](=[O:41])[O:38][N:37]=3)=[CH:26][CH:25]=2)=[C:5]([CH2:42][CH2:43][CH3:44])[N:4]=1)[CH3:2].CC(OI1(OC(C)=O)(OC(C)=O)OC(=O)C2C1=CC=CC=2)=O.C(OCC)(=O)C.S([O-])([O-])(=O)=S.[Na+].[Na+]. The catalyst is ClCCl.O. The product is [CH3:21][C:16]([CH3:20])([O:15][C:12]1[CH:13]=[CH:14][C:9]([N:8]2[C:7](=[O:22])[C:6]([CH2:23][C:24]3[CH:29]=[CH:28][C:27]([C:30]4[CH:35]=[CH:34][CH:33]=[CH:32][C:31]=4[C:36]4[NH:40][C:39](=[O:41])[O:38][N:37]=4)=[CH:26][CH:25]=3)=[C:5]([CH2:42][CH2:43][CH3:44])[N:4]=[C:3]2[CH2:1][CH3:2])=[CH:10][CH:11]=1)[C:17](=[O:19])[CH3:18]. The yield is 0.890. (6) The reactants are [NH:1]([C:8]([O:10][C:11]([CH3:14])([CH3:13])[CH3:12])=[O:9])[C@@H:2]([C:4](OC)=[O:5])[CH3:3].[OH-].[NH4+:16]. The catalyst is CO. The product is [NH2:16][C:4](=[O:5])[C@H:2]([NH:1][C:8](=[O:9])[O:10][C:11]([CH3:14])([CH3:13])[CH3:12])[CH3:3]. The yield is 1.00.